Dataset: Forward reaction prediction with 1.9M reactions from USPTO patents (1976-2016). Task: Predict the product of the given reaction. (1) Given the reactants [Cl:1][C:2]1[CH:3]=[C:4]2[C:8](=[CH:9][CH:10]=1)[NH:7][C:6]([C:11]([NH:13][CH:14]([C:24]1[CH:29]=[CH:28][CH:27]=[CH:26][C:25]=1[Cl:30])[CH2:15][O:16][CH2:17][CH:18]1[CH2:23][CH2:22][NH:21][CH2:20][CH2:19]1)=[O:12])=[CH:5]2.[CH3:31][C:32]([CH3:34])=O, predict the reaction product. The product is: [Cl:1][C:2]1[CH:3]=[C:4]2[C:8](=[CH:9][CH:10]=1)[NH:7][C:6]([C:11]([NH:13][CH:14]([C:24]1[CH:29]=[CH:28][CH:27]=[CH:26][C:25]=1[Cl:30])[CH2:15][O:16][CH2:17][CH:18]1[CH2:19][CH2:20][N:21]([CH:32]([CH3:34])[CH3:31])[CH2:22][CH2:23]1)=[O:12])=[CH:5]2. (2) Given the reactants Cl[CH2:2][C:3]1[O:7][N:6]=[C:5]([CH3:8])[CH:4]=1.[CH2:9]([NH2:11])[CH3:10], predict the reaction product. The product is: [CH2:9]([NH:11][CH2:2][C:3]1[O:7][N:6]=[C:5]([CH3:8])[CH:4]=1)[CH3:10]. (3) The product is: [ClH:11].[NH2:1][C:2]1[N:3]=[CH:4][C:5]([C:12]2[CH:13]=[N:14][N:15]([CH:17]3[CH2:22][CH2:21][NH:20][CH2:19][CH2:18]3)[CH:16]=2)=[C:6]2[CH:10]=[C:9]([C:30]3[CH:31]=[CH:32][C:27]([Cl:26])=[C:28]([CH:29]=3)[C:36]([OH:38])=[O:37])[O:8][C:7]=12. Given the reactants [NH2:1][C:2]1[N:3]=[CH:4][C:5]([C:12]2[CH:13]=[N:14][N:15]([CH:17]3[CH2:22][CH2:21][N:20](C(=O)C)[CH2:19][CH2:18]3)[CH:16]=2)=[C:6]2[CH:10]=[C:9]([Cl:11])[O:8][C:7]=12.[Cl:26][C:27]1[CH:32]=[CH:31][C:30](B(O)O)=[CH:29][C:28]=1[C:36]([O:38]C)=[O:37].C(=O)([O-])[O-].[Na+].[Na+].Cl, predict the reaction product. (4) Given the reactants [N:1]([O-:3])=O.[Na+].[Cl:5][C:6]1[CH:19]=[CH:18][C:9]([CH:10]=[C:11]2[NH:15][C:14](=[O:16])[CH:13]=[C:12]2[OH:17])=[CH:8][CH:7]=1, predict the reaction product. The product is: [Cl:5][C:6]1[CH:7]=[CH:8][C:9]([CH:10]=[C:11]2[NH:15][C:14](=[O:16])[C:13](=[N:1][OH:3])[C:12]2=[O:17])=[CH:18][CH:19]=1. (5) Given the reactants Cl[C:2]1[N:7]=[CH:6][N:5]=[C:4]2[N:8]([C:11]3[CH:16]=[CH:15][CH:14]=[CH:13][C:12]=3[Cl:17])[N:9]=[CH:10][C:3]=12.[NH2:18][CH2:19][C:20]([OH:22])=[O:21].C(=O)([O-])[O-].[Na+].[Na+].C(O)=O, predict the reaction product. The product is: [Cl:17][C:12]1[CH:13]=[CH:14][CH:15]=[CH:16][C:11]=1[N:8]1[C:4]2=[N:5][CH:6]=[N:7][C:2]([NH:18][CH2:19][C:20]([OH:22])=[O:21])=[C:3]2[CH:10]=[N:9]1. (6) Given the reactants Br[C:2]1[CH:3]=[C:4]([C:9]([CH3:14])([CH3:13])[C:10](=[O:12])[CH3:11])[CH:5]=[CH:6][C:7]=1[F:8].[C:15]([Cu])#[N:16], predict the reaction product. The product is: [F:8][C:7]1[CH:6]=[CH:5][C:4]([C:9]([CH3:14])([C:10](=[O:12])[CH3:11])[CH3:13])=[CH:3][C:2]=1[C:15]#[N:16]. (7) Given the reactants [CH:1]([N:4]1[CH2:9][CH2:8][CH:7]([O:10][C:11]2[CH:16]=[CH:15][C:14]([C:17]3([CH2:23][NH2:24])[CH2:22][CH2:21][O:20][CH2:19][CH2:18]3)=[CH:13][CH:12]=2)[CH2:6][CH2:5]1)([CH3:3])[CH3:2].C(N(CC)CC)C.[C:32](OC(=O)C)(=[O:34])[CH3:33], predict the reaction product. The product is: [CH:1]([N:4]1[CH2:9][CH2:8][CH:7]([O:10][C:11]2[CH:16]=[CH:15][C:14]([C:17]3([CH2:23][NH:24][C:32](=[O:34])[CH3:33])[CH2:18][CH2:19][O:20][CH2:21][CH2:22]3)=[CH:13][CH:12]=2)[CH2:6][CH2:5]1)([CH3:3])[CH3:2]. (8) Given the reactants [CH2:1]([S:3]([C:6]1[C:14]2[C:9](=[CH:10][CH:11]=[CH:12][CH:13]=2)[NH:8][CH:7]=1)(=[O:5])=[O:4])[CH3:2].[Cl:15][C:16]1[CH:33]=[CH:32][C:19]2[N:20]([CH2:25][CH2:26][CH2:27][S:28]([CH3:31])(=[O:30])=[O:29])[C:21]([CH2:23]Cl)=[N:22][C:18]=2[CH:17]=1, predict the reaction product. The product is: [Cl:15][C:16]1[CH:33]=[CH:32][C:19]2[N:20]([CH2:25][CH2:26][CH2:27][S:28]([CH3:31])(=[O:29])=[O:30])[C:21]([CH2:23][N:8]3[C:9]4[C:14](=[CH:13][CH:12]=[CH:11][CH:10]=4)[C:6]([S:3]([CH2:1][CH3:2])(=[O:4])=[O:5])=[CH:7]3)=[N:22][C:18]=2[CH:17]=1. (9) Given the reactants [F:1][C:2]([F:23])([F:22])[C:3]1[CH:17]=[C:16]([C:18]([F:21])([F:20])[F:19])[CH:15]=[CH:14][C:4]=1[CH2:5][N:6]1[CH2:11][CH2:10][CH:9]([CH:12]=O)[CH2:8][CH2:7]1.[O:24]1[CH:28]=[CH:27][C:26]([CH2:29][NH:30][C:31]2[CH2:35][S:34][C:33](=[O:36])[N:32]=2)=[N:25]1.C([O-])(=O)C.[NH2+]1CCCCC1, predict the reaction product. The product is: [F:1][C:2]([F:23])([F:22])[C:3]1[CH:17]=[C:16]([C:18]([F:19])([F:21])[F:20])[CH:15]=[CH:14][C:4]=1[CH2:5][N:6]1[CH2:11][CH2:10][CH:9](/[CH:12]=[C:35]2/[C:31]([NH:30][CH2:29][C:26]3[CH:27]=[CH:28][O:24][N:25]=3)=[N:32][C:33](=[O:36])[S:34]/2)[CH2:8][CH2:7]1.